Dataset: Reaction yield outcomes from USPTO patents with 853,638 reactions. Task: Predict the reaction yield, written as a fraction of the theoretical maximum amount of product (1.0 means a 100% yield; for example, 0.34 means a 34% yield). (1) The reactants are Cl[C:2]1[C:3]([NH:12][CH:13]([CH2:16][CH:17]([CH3:19])[CH3:18])[CH2:14]O)=[N:4][C:5]2[C:10]([N:11]=1)=[CH:9][CH:8]=[CH:7][CH:6]=2.C([N:22](CC)CC)C.O. The catalyst is CS(C)=O. The product is [CH2:16]([C:13]1[N:12]=[C:3]2[C:2]([NH2:22])=[N:11][C:10]3[C:5](=[CH:6][CH:7]=[CH:8][CH:9]=3)[N:4]2[CH:14]=1)[CH:17]([CH3:19])[CH3:18]. The yield is 0.640. (2) The catalyst is C(Cl)Cl. The product is [C:1]([OH:8])(=[O:15])[C:2]1[CH:7]=[CH:6][CH:5]=[CH:4][CH:3]=1. The reactants are [C:1](N)(=[O:8])[C:2]1[CH:7]=[CH:6][CH:5]=[CH:4][CH:3]=1.C(S(O)(=O)=[O:15])(F)(F)F. The yield is 0.900. (3) The reactants are Cl[C:2]1[CH:7]=[CH:6][C:5]([N+:8]([O-:10])=[O:9])=[CH:4][N:3]=1.[NH:11]1[CH2:16][CH2:15][O:14][CH2:13][CH2:12]1.CCN(CC)CC. The catalyst is CCOC(C)=O. The product is [N+:8]([C:5]1[CH:6]=[CH:7][C:2]([N:11]2[CH2:16][CH2:15][O:14][CH2:13][CH2:12]2)=[N:3][CH:4]=1)([O-:10])=[O:9]. The yield is 0.930. (4) The reactants are [Cl:1][C:2]1[C:7]([CH3:8])=[CH:6][C:5]([OH:9])=[CH:4][C:3]=1[CH3:10].[CH3:11]C(C)=O.C(=O)([O-])[O-].[K+].[K+].IC. The catalyst is O. The product is [CH3:11][O:9][C:5]1[CH:6]=[C:7]([CH3:8])[C:2]([Cl:1])=[C:3]([CH3:10])[CH:4]=1. The yield is 0.770. (5) The reactants are [CH3:1][C:2]1[O:3][C:4]([C:10]2[CH:15]=[CH:14][CH:13]=[CH:12][CH:11]=2)=[CH:5][C:6]=1[C:7]([OH:9])=O.[CH3:16][O:17][C:18]1[CH:19]=[C:20]([C:26]2([CH2:31][NH2:32])[CH2:30][CH2:29][CH2:28][CH2:27]2)[CH:21]=[CH:22][C:23]=1[O:24][CH3:25].C(N(CC)CC)C.F[P-](F)(F)(F)(F)F.N1(OC(N(C)C)=[N+](C)C)C2N=CC=CC=2N=N1. The catalyst is C(#N)C. The product is [CH3:16][O:17][C:18]1[CH:19]=[C:20]([C:26]2([CH2:31][NH:32][C:7]([C:6]3[CH:5]=[C:4]([C:10]4[CH:15]=[CH:14][CH:13]=[CH:12][CH:11]=4)[O:3][C:2]=3[CH3:1])=[O:9])[CH2:27][CH2:28][CH2:29][CH2:30]2)[CH:21]=[CH:22][C:23]=1[O:24][CH3:25]. The yield is 0.203. (6) The reactants are Cl[CH2:2][CH2:3][O:4][C:5]1[CH:6]=[C:7]([C:11]2[CH:12]=[C:13]3[C:18](=[CH:19][CH:20]=2)[N:17]=[C:16]([C:21]2[CH:22]=[N:23][CH:24]=[CH:25][CH:26]=2)[N:15]=[C:14]3[NH:27][CH3:28])[CH:8]=[CH:9][CH:10]=1.[F:29][C:30]([F:34])([F:33])[CH2:31][NH2:32].[I-].[K+].CCN(C(C)C)C(C)C. The catalyst is CN(C=O)C.O. The product is [CH3:28][NH:27][C:14]1[C:13]2[C:18](=[CH:19][CH:20]=[C:11]([C:7]3[CH:8]=[CH:9][CH:10]=[C:5]([O:4][CH2:3][CH2:2][NH:32][CH2:31][C:30]([F:34])([F:33])[F:29])[CH:6]=3)[CH:12]=2)[N:17]=[C:16]([C:21]2[CH:22]=[N:23][CH:24]=[CH:25][CH:26]=2)[N:15]=1. The yield is 0.420. (7) The reactants are [Cl:1][C:2]1[CH:11]=[C:10]2[C:5]([CH:6]=[CH:7][C:8](/[CH:12]=[CH:13]/[C:14]3[CH:15]=[C:16]([CH:19]=[CH:20][CH:21]=3)[CH:17]=O)=[N:9]2)=[CH:4][CH:3]=1.[OH-].[Na+].C(O)(=O)C.[CH3:28][C:29]([CH3:31])=[O:30].C1COCC1. The product is [Cl:1][C:2]1[CH:11]=[C:10]2[C:5]([CH:6]=[CH:7][C:8](/[CH:12]=[CH:13]/[C:14]3[CH:15]=[C:16](/[CH:17]=[CH:28]/[C:29](=[O:30])[CH3:31])[CH:19]=[CH:20][CH:21]=3)=[N:9]2)=[CH:4][CH:3]=1. The yield is 0.765. No catalyst specified.